From a dataset of Full USPTO retrosynthesis dataset with 1.9M reactions from patents (1976-2016). Predict the reactants needed to synthesize the given product. (1) Given the product [ClH:48].[F:39][C:17]1[C:18]([O:22][CH2:23][C:24]2[S:25][C:26]([C:35]([F:36])([F:38])[F:37])=[C:27]([C:29]3[CH:34]=[CH:33][CH:32]=[CH:31][CH:30]=3)[CH:28]=2)=[CH:19][CH:20]=[C:21]2[C:16]=1[CH2:15][CH2:14][N:13]2[C:11](=[O:12])[CH2:10][NH:9][CH2:8][CH2:7][C:6]([OH:47])=[O:5], predict the reactants needed to synthesize it. The reactants are: C([O:5][C:6](=[O:47])[CH2:7][CH2:8][N:9](C(OC(C)(C)C)=O)[CH2:10][C:11]([N:13]1[C:21]2[C:16](=[C:17]([F:39])[C:18]([O:22][CH2:23][C:24]3[S:25][C:26]([C:35]([F:38])([F:37])[F:36])=[C:27]([C:29]4[CH:34]=[CH:33][CH:32]=[CH:31][CH:30]=4)[CH:28]=3)=[CH:19][CH:20]=2)[CH2:15][CH2:14]1)=[O:12])(C)(C)C.[ClH:48].O1CCOCC1. (2) Given the product [CH2:18]([O:8][C:5]1[CH:6]=[CH:7][C:2]([F:1])=[CH:3][CH:4]=1)[CH:17]=[CH2:16], predict the reactants needed to synthesize it. The reactants are: [F:1][C:2]1[CH:7]=[CH:6][C:5]([OH:8])=[CH:4][CH:3]=1.C([O-])([O-])=O.[K+].[K+].Br[CH2:16][CH:17]=[CH2:18]. (3) Given the product [F:14][C:15]1[CH:16]=[C:17]([CH:19]=[CH:20][C:21]=1[N+:22]([O-:24])=[O:23])[NH:18][C:2]1[CH:7]=[CH:6][N:5]=[C:4]([NH:8][C:9]([CH:11]2[CH2:13][CH2:12]2)=[O:10])[CH:3]=1, predict the reactants needed to synthesize it. The reactants are: Br[C:2]1[CH:7]=[CH:6][N:5]=[C:4]([NH:8][C:9]([CH:11]2[CH2:13][CH2:12]2)=[O:10])[CH:3]=1.[F:14][C:15]1[CH:16]=[C:17]([CH:19]=[CH:20][C:21]=1[N+:22]([O-:24])=[O:23])[NH2:18].C1(P(C2CCCCC2)C2C=CC=CC=2C2C(OC)=CC=CC=2OC)CCCCC1.C([O-])([O-])=O.[Cs+].[Cs+].